This data is from Forward reaction prediction with 1.9M reactions from USPTO patents (1976-2016). The task is: Predict the product of the given reaction. (1) Given the reactants C(OC([N:8]1[CH2:13][CH2:12][N:11]([C:14]2[C:33]([C:34](=[O:45])[NH:35][C:36]3[CH:44]=[C:43]4[C:39]([CH:40]=[N:41][NH:42]4)=[CH:38][CH:37]=3)=[CH:32][C:17]3[N:18]=[C:19]([NH:21][C:22]4[CH:27]=[CH:26][CH:25]=[CH:24][C:23]=4[C:28]([F:31])([F:30])[F:29])[NH:20][C:16]=3[CH:15]=2)[CH2:10][CH2:9]1)=O)(C)(C)C.Cl, predict the reaction product. The product is: [NH:42]1[C:43]2[C:39](=[CH:38][CH:37]=[C:36]([NH:35][C:34]([C:33]3[C:14]([N:11]4[CH2:10][CH2:9][NH:8][CH2:13][CH2:12]4)=[CH:15][C:16]4[NH:20][C:19]([NH:21][C:22]5[CH:27]=[CH:26][CH:25]=[CH:24][C:23]=5[C:28]([F:29])([F:30])[F:31])=[N:18][C:17]=4[CH:32]=3)=[O:45])[CH:44]=2)[CH:40]=[N:41]1. (2) Given the reactants [CH3:1][S:2]([CH2:5][C:6]1[CH:11]=[C:10]([N:12]2[CH2:17][CH2:16][O:15][CH2:14][CH2:13]2)[N:9]=[C:8]([C:18]2[CH:24]=[CH:23][C:21]([NH2:22])=[CH:20][CH:19]=2)[N:7]=1)(=[O:4])=[O:3].[CH:25]([N:28]=[C:29]=[O:30])([CH3:27])[CH3:26], predict the reaction product. The product is: [CH3:1][S:2]([CH2:5][C:6]1[CH:11]=[C:10]([N:12]2[CH2:17][CH2:16][O:15][CH2:14][CH2:13]2)[N:9]=[C:8]([C:18]2[CH:24]=[CH:23][C:21]([NH:22][C:29](=[O:30])[NH:28][CH:25]([CH3:27])[CH3:26])=[CH:20][CH:19]=2)[N:7]=1)(=[O:4])=[O:3]. (3) Given the reactants [Cl:1][C:2]1[CH:23]=[CH:22][C:5]([CH2:6][NH:7][C:8]([C:10]2[N:11]=[N:12][C:13]3[C:18]([C:19]=2[OH:20])=[CH:17][C:16](I)=[CH:15][CH:14]=3)=[O:9])=[CH:4][CH:3]=1.CCN(CC)CC.[CH3:31][OH:32].Cl.CN([CH:37]=[O:38])C, predict the reaction product. The product is: [Cl:1][C:2]1[CH:23]=[CH:22][C:5]([CH2:6][NH:7][C:8]([C:10]2[N:11]=[N:12][C:13]3[C:18]([C:19]=2[OH:20])=[CH:17][C:16]([C:31]([O:38][CH3:37])=[O:32])=[CH:15][CH:14]=3)=[O:9])=[CH:4][CH:3]=1.